This data is from Forward reaction prediction with 1.9M reactions from USPTO patents (1976-2016). The task is: Predict the product of the given reaction. (1) Given the reactants [Cl:1][C:2]1[CH:7]=[CH:6][CH:5]=[C:4]([Cl:8])[C:3]=1[C:9]1[CH:14]=[CH:13][CH:12]=[CH:11][C:10]=1[O:15]C.B(Br)(Br)Br, predict the reaction product. The product is: [Cl:1][C:2]1[CH:7]=[CH:6][CH:5]=[C:4]([Cl:8])[C:3]=1[C:9]1[C:10]([OH:15])=[CH:11][CH:12]=[CH:13][CH:14]=1. (2) Given the reactants [O:1]1[C:9]2[C:8]([OH:10])=[CH:7][N:6]=[CH:5][C:4]=2[CH:3]=[CH:2]1.[N+:11]([O-])([OH:13])=[O:12], predict the reaction product. The product is: [N+:11]([C:7]1[N:6]=[CH:5][C:4]2[CH:3]=[CH:2][O:1][C:9]=2[C:8]=1[OH:10])([O-:13])=[O:12]. (3) The product is: [C:1]([O:5][C:6]([C@@H:8]([CH2:13][C:16]1[CH:21]=[CH:20][N:19]=[C:18]([C:22]([F:25])([F:24])[F:23])[CH:17]=1)[C:9]([O:11][CH3:12])=[O:10])=[O:7])([CH3:4])([CH3:3])[CH3:2]. Given the reactants [C:1]([O:5][C:6]([C@H:8]([CH2:13]I)[C:9]([O:11][CH3:12])=[O:10])=[O:7])([CH3:4])([CH3:3])[CH3:2].I[C:16]1[CH:21]=[CH:20][N:19]=[C:18]([C:22]([F:25])([F:24])[F:23])[CH:17]=1, predict the reaction product.